Dataset: Forward reaction prediction with 1.9M reactions from USPTO patents (1976-2016). Task: Predict the product of the given reaction. (1) The product is: [Cl:20][C:11]1[CH:10]=[C:9]([NH:1][C@H:2]2[CH2:6][CH2:5][CH:4]([OH:7])[CH2:3]2)[C:14]([C:15]([O:17][CH2:18][CH3:19])=[O:16])=[CH:13][N:12]=1. Given the reactants [NH2:1][CH:2]1[CH2:6][CH2:5][CH:4]([OH:7])[CH2:3]1.Cl[C:9]1[C:14]([C:15]([O:17][CH2:18][CH3:19])=[O:16])=[CH:13][N:12]=[C:11]([Cl:20])[CH:10]=1.C(O)(C(F)(F)F)=O, predict the reaction product. (2) Given the reactants [C:1](N1C=CN=C1)(N1C=CN=C1)=[S:2].[Br:13][C:14]1[CH:15]=[C:16]([CH:21]([C:23]2[CH:28]=[CH:27][C:26]([O:29][CH3:30])=[C:25]([CH3:31])[CH:24]=2)[NH2:22])[CH:17]=[CH:18][C:19]=1[F:20], predict the reaction product. The product is: [Br:13][C:14]1[CH:15]=[C:16]([CH:21]([N:22]=[C:1]=[S:2])[C:23]2[CH:28]=[CH:27][C:26]([O:29][CH3:30])=[C:25]([CH3:31])[CH:24]=2)[CH:17]=[CH:18][C:19]=1[F:20]. (3) The product is: [CH3:1][O:2][C:3](=[O:43])[CH2:4][CH2:5][CH2:6][C:7]#[C:8][C:9]1[CH:14]=[CH:13][C:12]([C:15]([CH2:40][CH3:41])([C:18]2[CH:23]=[CH:22][C:21]([C:24]#[C:25][C:26]([OH:35])([C:31]([F:33])([F:34])[F:32])[C:27]([F:30])([F:29])[F:28])=[C:20]([CH3:39])[CH:19]=2)[CH2:16][CH3:17])=[CH:11][C:10]=1[CH3:42]. Given the reactants [CH3:1][O:2][C:3](=[O:43])[CH2:4][CH2:5][CH2:6][C:7]#[C:8][C:9]1[CH:14]=[CH:13][C:12]([C:15]([CH2:40][CH3:41])([C:18]2[CH:23]=[CH:22][C:21]([C:24]#[C:25][C:26]([O:35]COC)([C:31]([F:34])([F:33])[F:32])[C:27]([F:30])([F:29])[F:28])=[C:20]([CH3:39])[CH:19]=2)[CH2:16][CH3:17])=[CH:11][C:10]=1[CH3:42], predict the reaction product.